The task is: Predict the reaction yield, written as a fraction of the theoretical maximum amount of product (1.0 means a 100% yield; for example, 0.34 means a 34% yield).. This data is from Reaction yield outcomes from USPTO patents with 853,638 reactions. The reactants are [Cl:1][C:2]1[CH:8]=[C:7]([O:9][C:10]2[C:19]3[C:14](=[CH:15][C:16]([O:22][CH3:23])=[C:17]([O:20][CH3:21])[CH:18]=3)[N:13]=[CH:12][N:11]=2)[CH:6]=[CH:5][C:3]=1[NH2:4].C(N(CC)CC)C.ClC(Cl)(O[C:35](=[O:41])OC(Cl)(Cl)Cl)Cl.[CH2:43]([N:45]([C:49]1[CH:54]=[CH:53][CH:52]=[C:51]([CH3:55])[CH:50]=1)[CH2:46][CH2:47][NH2:48])[CH3:44]. The catalyst is C(Cl)(Cl)Cl.O. The product is [Cl:1][C:2]1[CH:8]=[C:7]([O:9][C:10]2[C:19]3[C:14](=[CH:15][C:16]([O:22][CH3:23])=[C:17]([O:20][CH3:21])[CH:18]=3)[N:13]=[CH:12][N:11]=2)[CH:6]=[CH:5][C:3]=1[NH:4][C:35]([NH:48][CH2:47][CH2:46][N:45]([CH2:43][CH3:44])[C:49]1[CH:54]=[CH:53][CH:52]=[C:51]([CH3:55])[CH:50]=1)=[O:41]. The yield is 0.910.